From a dataset of Full USPTO retrosynthesis dataset with 1.9M reactions from patents (1976-2016). Predict the reactants needed to synthesize the given product. Given the product [CH2:1]([O:8][C:9]1[CH:10]=[CH:11][C:12]([C:15]2[CH2:20][CH2:19][C:18]([CH2:21][OH:22])([CH3:23])[CH2:17][CH:16]=2)=[CH:13][CH:14]=1)[C:2]1[CH:3]=[CH:4][CH:5]=[CH:6][CH:7]=1, predict the reactants needed to synthesize it. The reactants are: [CH2:1]([O:8][C:9]1[CH:14]=[CH:13][C:12]([C:15]2[CH2:20][CH2:19][C:18]([CH3:23])([CH:21]=[O:22])[CH2:17][CH:16]=2)=[CH:11][CH:10]=1)[C:2]1[CH:7]=[CH:6][CH:5]=[CH:4][CH:3]=1.[H-].[H-].[H-].[H-].[Li+].[Al+3].